Task: Predict the product of the given reaction.. Dataset: Forward reaction prediction with 1.9M reactions from USPTO patents (1976-2016) (1) Given the reactants [CH3:1][S:2]([CH2:5][C:6]([OH:8])=O)(=[O:4])=[O:3].O1CCCC1.C(Cl)(=O)C(Cl)=O.Cl.[NH2:21][C:22]1[N:23]=[C:24]2[CH:29]=[CH:28][C:27]([O:30][C:31]3[CH:32]=[CH:33][C:34]([CH3:47])=[C:35]([NH:37][C:38]([C:40]4[N:44]([CH3:45])[N:43]=[C:42]([CH3:46])[CH:41]=4)=[O:39])[CH:36]=3)=[N:26][N:25]2[CH:48]=1, predict the reaction product. The product is: [CH3:45][N:44]1[C:40]([C:38]([NH:37][C:35]2[CH:36]=[C:31]([O:30][C:27]3[CH:28]=[CH:29][C:24]4[N:25]([CH:48]=[C:22]([NH:21][C:6](=[O:8])[CH2:5][S:2]([CH3:1])(=[O:4])=[O:3])[N:23]=4)[N:26]=3)[CH:32]=[CH:33][C:34]=2[CH3:47])=[O:39])=[CH:41][C:42]([CH3:46])=[N:43]1. (2) Given the reactants [Cl:1][C:2]1[CH:10]=[CH:9][CH:8]=[C:7]2[C:3]=1[C:4]([C:15]([OH:17])=O)=[CH:5][N:6]2[CH2:11][CH2:12][O:13][CH3:14].Cl.[O:19]1[C:28]2[C:23](=[CH:24][CH:25]=[CH:26][CH:27]=2)[CH2:22][CH:21]([NH2:29])[CH2:20]1.CCN(CC)CC.N1(O)C2C=CC=CC=2N=N1.C(Cl)CCl, predict the reaction product. The product is: [O:19]1[C:28]2[C:23](=[CH:24][CH:25]=[CH:26][CH:27]=2)[CH2:22][CH:21]([NH:29][C:15]([C:4]2[C:3]3[C:7](=[CH:8][CH:9]=[CH:10][C:2]=3[Cl:1])[N:6]([CH2:11][CH2:12][O:13][CH3:14])[CH:5]=2)=[O:17])[CH2:20]1. (3) Given the reactants [CH:1]1([C:4]2[C:5]([O:18][CH2:19][CH:20]3[CH2:25][CH2:24][NH:23][CH2:22][CH2:21]3)=[CH:6][C:7]([F:17])=[C:8]([CH:16]=2)[C:9]([O:11]C(C)(C)C)=[O:10])[CH2:3][CH2:2]1.C(N(CC)CC)C.[Br:33][C:34]1[C:39]([Cl:40])=[CH:38][C:37]([S:41](Cl)(=[O:43])=[O:42])=[C:36]([F:45])[CH:35]=1, predict the reaction product. The product is: [Br:33][C:34]1[C:39]([Cl:40])=[CH:38][C:37]([S:41]([N:23]2[CH2:24][CH2:25][CH:20]([CH2:19][O:18][C:5]3[C:4]([CH:1]4[CH2:2][CH2:3]4)=[CH:16][C:8]([C:9]([OH:11])=[O:10])=[C:7]([F:17])[CH:6]=3)[CH2:21][CH2:22]2)(=[O:42])=[O:43])=[C:36]([F:45])[CH:35]=1. (4) Given the reactants [Br:1][C:2]1[C:10]2[N:9]=[C:8]([C:11]([F:14])([F:13])[F:12])[NH:7][C:6]=2[CH:5]=[C:4]([N+:15]([O-:17])=[O:16])[CH:3]=1.Br[CH2:19][C:20]1[CH:25]=[CH:24][CH:23]=[C:22]([Cl:26])[C:21]=1[CH3:27].C(=O)([O-])[O-].[K+].[K+], predict the reaction product. The product is: [Br:1][C:2]1[C:10]2[N:9]=[C:8]([C:11]([F:12])([F:13])[F:14])[N:7]([CH2:19][C:20]3[CH:25]=[CH:24][CH:23]=[C:22]([Cl:26])[C:21]=3[CH3:27])[C:6]=2[CH:5]=[C:4]([N+:15]([O-:17])=[O:16])[CH:3]=1. (5) Given the reactants Cl[S:2]([N:5]=[C:6]=[O:7])(=[O:4])=[O:3].[F:8][C:9]1[CH:15]=[CH:14][C:12]([NH2:13])=[CH:11][CH:10]=1.[Cl-].[Al+3].[Cl-].[Cl-], predict the reaction product. The product is: [F:8][C:9]1[CH:15]=[CH:14][C:12]2[NH:13][C:6](=[O:7])[NH:5][S:2](=[O:4])(=[O:3])[C:11]=2[CH:10]=1. (6) Given the reactants C[O:2][C:3]1[CH:8]=[CH:7][C:6]([C:9]2[CH:13]=[C:12]([C:14]([O:16][CH2:17][CH3:18])=[O:15])[O:11][N:10]=2)=[CH:5][CH:4]=1, predict the reaction product. The product is: [OH:2][C:3]1[CH:4]=[CH:5][C:6]([C:9]2[CH:13]=[C:12]([C:14]([O:16][CH2:17][CH3:18])=[O:15])[O:11][N:10]=2)=[CH:7][CH:8]=1. (7) Given the reactants CS([C:5]1[N:10]=[C:9](S(C)(=O)=O)[C:8]([C:15]2[CH:20]=[CH:19][C:18]([Cl:21])=[CH:17][CH:16]=2)=[C:7]([C:22]2[CH:27]=[CH:26][C:25]([Cl:28])=[CH:24][C:23]=2[Cl:29])[N:6]=1)(=O)=O.[H-].[Na+].[OH:32][C:33]1[CH:38]=[CH:37][N:36]=[CH:35][CH:34]=1, predict the reaction product. The product is: [N:36]1[CH:37]=[CH:38][C:33]([O:32][C:5]2[N:10]=[C:9]([O:32][C:33]3[CH:38]=[CH:37][N:36]=[CH:35][CH:34]=3)[C:8]([C:15]3[CH:20]=[CH:19][C:18]([Cl:21])=[CH:17][CH:16]=3)=[C:7]([C:22]3[CH:27]=[CH:26][C:25]([Cl:28])=[CH:24][C:23]=3[Cl:29])[N:6]=2)=[CH:34][CH:35]=1. (8) Given the reactants [NH2:1][C@H:2]([C:23]1[CH:28]=[CH:27][CH:26]=[CH:25][CH:24]=1)[CH2:3][CH2:4][N:5]1[CH2:10][CH2:9][CH:8]([C:11]2[CH:12]=[C:13]([NH:17][C:18](=[O:22])[CH:19]([CH3:21])[CH3:20])[CH:14]=[CH:15][CH:16]=2)[CH2:7][CH2:6]1.[N+:29]([C:32]1[CH:37]=[CH:36][C:35]([N:38]2[C:42]([C:43]([F:46])([F:45])[F:44])=[C:41]([C:47](Cl)=[O:48])[CH:40]=[N:39]2)=[CH:34][CH:33]=1)([O-:31])=[O:30], predict the reaction product. The product is: [C:18]([NH:17][C:13]1[CH:12]=[C:11]([CH:8]2[CH2:9][CH2:10][N:5]([CH2:4][CH2:3][C@H:2]([NH:1][C:47]([C:41]3[CH:40]=[N:39][N:38]([C:35]4[CH:36]=[CH:37][C:32]([N+:29]([O-:31])=[O:30])=[CH:33][CH:34]=4)[C:42]=3[C:43]([F:44])([F:45])[F:46])=[O:48])[C:23]3[CH:24]=[CH:25][CH:26]=[CH:27][CH:28]=3)[CH2:6][CH2:7]2)[CH:16]=[CH:15][CH:14]=1)(=[O:22])[CH:19]([CH3:21])[CH3:20].